Dataset: Catalyst prediction with 721,799 reactions and 888 catalyst types from USPTO. Task: Predict which catalyst facilitates the given reaction. (1) Reactant: [Cl:1][C:2]1[C:3]([N+:11]([O-:13])=[O:12])=[C:4]([CH:8]=[CH:9][CH:10]=1)[C:5]([OH:7])=[O:6].[Si](C=[N+]=[N-])(C)(C)[CH3:15].CC(O)=O. Product: [Cl:1][C:2]1[C:3]([N+:11]([O-:13])=[O:12])=[C:4]([CH:8]=[CH:9][CH:10]=1)[C:5]([O:7][CH3:15])=[O:6]. The catalyst class is: 449. (2) Reactant: C(O[C:4](=O)[CH2:5][C:6]1[C:14]([Cl:15])=[CH:13][CH:12]=[C:11]2[C:7]=1[CH:8]=[C:9]([CH2:16][N:17]([CH3:19])[CH3:18])[NH:10]2)C.[CH:21]([NH2:23])=[O:22].[CH3:24][O-:25].[Na+].[CH3:27][N:28]([CH:30]=O)C. Product: [Cl:15][C:14]1[C:6]([C:5]2[C:21](=[O:22])[NH:23][C:24](=[O:25])[C:4]=2[C:9]2[C:8]3[C:27](=[CH:4][CH:5]=[CH:6][CH:7]=3)[NH:28][CH:30]=2)=[C:7]2[C:11](=[CH:12][CH:13]=1)[NH:10][C:9]([CH2:16][N:17]([CH3:18])[CH3:19])=[CH:8]2. The catalyst class is: 5.